This data is from NCI-60 drug combinations with 297,098 pairs across 59 cell lines. The task is: Regression. Given two drug SMILES strings and cell line genomic features, predict the synergy score measuring deviation from expected non-interaction effect. (1) Drug 1: C1=CC(=C2C(=C1NCCNCCO)C(=O)C3=C(C=CC(=C3C2=O)O)O)NCCNCCO. Drug 2: CC12CCC3C(C1CCC2O)C(CC4=C3C=CC(=C4)O)CCCCCCCCCS(=O)CCCC(C(F)(F)F)(F)F. Cell line: NCI-H460. Synergy scores: CSS=50.6, Synergy_ZIP=5.42, Synergy_Bliss=2.73, Synergy_Loewe=-20.1, Synergy_HSA=2.54. (2) Drug 1: C1=C(C(=O)NC(=O)N1)N(CCCl)CCCl. Drug 2: C1=NC2=C(N1)C(=S)N=CN2. Synergy scores: CSS=14.8, Synergy_ZIP=-15.6, Synergy_Bliss=-16.7, Synergy_Loewe=-17.2, Synergy_HSA=-12.1. Cell line: MCF7. (3) Drug 1: COC1=CC(=CC(=C1O)OC)C2C3C(COC3=O)C(C4=CC5=C(C=C24)OCO5)OC6C(C(C7C(O6)COC(O7)C8=CC=CS8)O)O. Drug 2: C1CC(=O)NC(=O)C1N2C(=O)C3=CC=CC=C3C2=O. Cell line: NCI/ADR-RES. Synergy scores: CSS=1.45, Synergy_ZIP=1.13, Synergy_Bliss=1.74, Synergy_Loewe=-0.632, Synergy_HSA=0.330. (4) Drug 1: CCC(=C(C1=CC=CC=C1)C2=CC=C(C=C2)OCCN(C)C)C3=CC=CC=C3.C(C(=O)O)C(CC(=O)O)(C(=O)O)O. Drug 2: CC1CCC2CC(C(=CC=CC=CC(CC(C(=O)C(C(C(=CC(C(=O)CC(OC(=O)C3CCCCN3C(=O)C(=O)C1(O2)O)C(C)CC4CCC(C(C4)OC)OCCO)C)C)O)OC)C)C)C)OC. Cell line: NCI-H522. Synergy scores: CSS=1.70, Synergy_ZIP=2.93, Synergy_Bliss=2.04, Synergy_Loewe=-3.27, Synergy_HSA=0.0534.